This data is from Reaction yield outcomes from USPTO patents with 853,638 reactions. The task is: Predict the reaction yield, written as a fraction of the theoretical maximum amount of product (1.0 means a 100% yield; for example, 0.34 means a 34% yield). (1) The reactants are [NH2:1][C@@H:2]([CH2:11][CH2:12][CH3:13])[CH:3]([OH:10])[C:4]([NH:6][CH:7]1[CH2:9][CH2:8]1)=[O:5].CCN(C(C)C)C(C)C.[CH2:23]([O:26][C:27](Cl)=[O:28])[CH:24]=[CH2:25].Cl. The catalyst is C(Cl)Cl.O. The product is [CH:7]1([NH:6][C:4](=[O:5])[CH:3]([OH:10])[CH:2]([NH:1][C:27](=[O:28])[O:26][CH2:23][CH:24]=[CH2:25])[CH2:11][CH2:12][CH3:13])[CH2:8][CH2:9]1. The yield is 0.930. (2) The reactants are [CH2:1]([O:3][C:4]1[CH:14]=[CH:13][CH:12]=[C:11]([CH2:15][CH2:16][CH2:17][CH2:18][CH2:19][CH2:20][CH2:21][CH2:22][CH2:23][CH2:24][CH2:25][CH2:26][CH2:27][CH2:28][CH3:29])[C:5]=1[C:6]([O:8]CC)=[O:7])[CH3:2].CC(C)([O-])C.[K+].CCCCCC.C(OCC)(=O)C.Cl. The catalyst is CS(C)=O. The product is [CH2:1]([O:3][C:4]1[CH:14]=[CH:13][CH:12]=[C:11]([CH2:15][CH2:16][CH2:17][CH2:18][CH2:19][CH2:20][CH2:21][CH2:22][CH2:23][CH2:24][CH2:25][CH2:26][CH2:27][CH2:28][CH3:29])[C:5]=1[C:6]([OH:8])=[O:7])[CH3:2]. The yield is 0.800. (3) The reactants are [C:1]([C:3]1[CH:12]=[CH:11][C:10]2[C:5](=[CH:6][CH:7]=[C:8]([C:13]([NH:15][C:16]3[C:21]([CH3:22])=[CH:20][C:19]([C:23]([F:35])([C:28]([F:34])([F:33])[C:29]([F:32])([F:31])[F:30])[C:24]([F:27])([F:26])[F:25])=[CH:18][C:17]=3[CH2:36][CH3:37])=[O:14])[CH:9]=2)[N+:4]=1[O-])#[N:2].P(Br)(Br)([Br:41])=O.C(=O)([O-])O.[Na+]. The catalyst is C(#N)C. The product is [Br:41][C:11]1[C:10]2[C:5](=[CH:6][CH:7]=[C:8]([C:13]([NH:15][C:16]3[C:21]([CH3:22])=[CH:20][C:19]([C:23]([F:35])([C:28]([F:34])([F:33])[C:29]([F:32])([F:31])[F:30])[C:24]([F:27])([F:26])[F:25])=[CH:18][C:17]=3[CH2:36][CH3:37])=[O:14])[CH:9]=2)[N:4]=[C:3]([C:1]#[N:2])[CH:12]=1. The yield is 0.430. (4) The product is [Cl:1][C:2]1[CH:3]=[C:4]([C:9]2[CH2:10][CH:11]3[N:16]([CH3:17])[CH:14]([CH2:13][CH2:12]3)[CH:15]=2)[CH:5]=[CH:6][C:7]=1[Cl:8]. The reactants are [Cl:1][C:2]1[CH:3]=[C:4]([C:9]2(O)[CH2:15][CH:14]3[N:16]([CH3:17])[CH:11]([CH2:12][CH2:13]3)[CH2:10]2)[CH:5]=[CH:6][C:7]=1[Cl:8].O=S(Cl)Cl.[OH-].[Na+]. The yield is 0.530. The catalyst is ClCCCl. (5) The reactants are [CH3:1][O:2][C:3]1[CH:8]=[C:7]([N+:9]([O-])=O)[CH:6]=[CH:5][C:4]=1[N:12]1[CH:16]=[N:15][C:14]([CH3:17])=[N:13]1. The catalyst is [Pd].CO. The product is [CH3:1][O:2][C:3]1[CH:8]=[C:7]([CH:6]=[CH:5][C:4]=1[N:12]1[CH:16]=[N:15][C:14]([CH3:17])=[N:13]1)[NH2:9]. The yield is 0.940. (6) The reactants are [CH2:1]([O:3][C:4]1[CH:9]=[CH:8][C:7]([C:10](=O)[CH3:11])=[C:6]([OH:13])[CH:5]=1)[CH3:2]. The catalyst is CO.[Pd]. The product is [CH2:1]([O:3][C:4]1[CH:9]=[CH:8][C:7]([CH2:10][CH3:11])=[C:6]([OH:13])[CH:5]=1)[CH3:2]. The yield is 0.970. (7) The catalyst is [Cl-].C([N+](CC)(CC)CC)C1C=CC=CC=1.O. The reactants are [CH3:1][O:2][C:3]1[CH:8]=[CH:7][C:6]([C:9]([C:11]2[CH:16]=[CH:15][C:14]([O:17][CH3:18])=[CH:13][CH:12]=2)=[CH2:10])=[CH:5][CH:4]=1.[CH:19]([Br:22])(Br)[Br:20].[OH-].[Na+]. The product is [CH3:18][O:17][C:14]1[CH:13]=[CH:12][C:11]([C:9]2([C:6]3[CH:5]=[CH:4][C:3]([O:2][CH3:1])=[CH:8][CH:7]=3)[CH2:10][C:19]2([Br:22])[Br:20])=[CH:16][CH:15]=1. The yield is 0.760. (8) The reactants are [CH2:1]([N:8]1[CH2:13][CH2:12][N:11]([C:14]2[CH:20]=[CH:19][C:17]([NH2:18])=[C:16]([CH2:21][S:22]([C:25]3[CH:30]=[CH:29][CH:28]=[CH:27][CH:26]=3)(=[O:24])=[O:23])[CH:15]=2)[CH2:10][CH2:9]1)[C:2]1[CH:7]=[CH:6][CH:5]=[CH:4][CH:3]=1.[N:31]([O-])=O.[Na+].[OH-].[Na+].[ClH:37]. The catalyst is O. The product is [ClH:37].[CH2:1]([N:8]1[CH2:13][CH2:12][N:11]([C:14]2[CH:15]=[C:16]3[C:17](=[CH:19][CH:20]=2)[NH:18][N:31]=[C:21]3[S:22]([C:25]2[CH:30]=[CH:29][CH:28]=[CH:27][CH:26]=2)(=[O:24])=[O:23])[CH2:10][CH2:9]1)[C:2]1[CH:3]=[CH:4][CH:5]=[CH:6][CH:7]=1. The yield is 0.640.